From a dataset of Forward reaction prediction with 1.9M reactions from USPTO patents (1976-2016). Predict the product of the given reaction. Given the reactants Cl.[NH:2]1[CH2:10][CH2:9][CH2:8][C@H:4]([C:5]([OH:7])=[O:6])[CH2:3]1.C(N(CC)CC)C.[C:18]([O:22][C:23](O[C:23]([O:22][C:18]([CH3:21])([CH3:20])[CH3:19])=[O:24])=[O:24])([CH3:21])([CH3:20])[CH3:19], predict the reaction product. The product is: [C:18]([O:22][C:23]([N:2]1[CH2:10][CH2:9][CH2:8][CH:4]([C:5]([OH:7])=[O:6])[CH2:3]1)=[O:24])([CH3:21])([CH3:20])[CH3:19].